Dataset: Full USPTO retrosynthesis dataset with 1.9M reactions from patents (1976-2016). Task: Predict the reactants needed to synthesize the given product. Given the product [CH:1]1([C:4]2[CH:5]=[CH:6][C:7]([C:10]([F:15])([F:14])[C:11]([NH:22][CH2:23][C:24]3[CH:25]=[C:26]4[C:30](=[CH:31][CH:32]=3)[C:29](=[O:33])[N:28]([CH:34]3[CH2:39][CH2:38][C:37](=[O:40])[NH:36][C:35]3=[O:41])[CH2:27]4)=[O:13])=[N:8][CH:9]=2)[CH2:2][CH2:3]1, predict the reactants needed to synthesize it. The reactants are: [CH:1]1([C:4]2[CH:5]=[CH:6][C:7]([C:10]([F:15])([F:14])[C:11]([OH:13])=O)=[N:8][CH:9]=2)[CH2:3][CH2:2]1.P(Cl)(Cl)(Cl)=O.Cl.[NH2:22][CH2:23][C:24]1[CH:25]=[C:26]2[C:30](=[CH:31][CH:32]=1)[C:29](=[O:33])[N:28]([CH:34]1[CH2:39][CH2:38][C:37](=[O:40])[NH:36][C:35]1=[O:41])[CH2:27]2.C(=O)(O)[O-].[Na+].